Dataset: Forward reaction prediction with 1.9M reactions from USPTO patents (1976-2016). Task: Predict the product of the given reaction. (1) Given the reactants C[O:2][C:3](=[O:41])[C@@H:4]([NH:8][S:9]([C:12]1[CH:17]=[CH:16][C:15]([C:18]2[CH:23]=[CH:22][C:21]([NH:24][C:25]([C:27]3[O:28][C:29]4[CH:36]=[CH:35][CH:34]=[C:33]([O:37][CH:38]([CH3:40])[CH3:39])[C:30]=4[C:31]=3[CH3:32])=[O:26])=[CH:20][CH:19]=2)=[CH:14][CH:13]=1)(=[O:11])=[O:10])[CH:5]([CH3:7])[CH3:6].[Li+].[OH-], predict the reaction product. The product is: [CH:38]([O:37][C:33]1[C:30]2[C:31]([CH3:32])=[C:27]([C:25]([NH:24][C:21]3[CH:20]=[CH:19][C:18]([C:15]4[CH:16]=[CH:17][C:12]([S:9]([NH:8][C@@H:4]([CH:5]([CH3:7])[CH3:6])[C:3]([OH:41])=[O:2])(=[O:10])=[O:11])=[CH:13][CH:14]=4)=[CH:23][CH:22]=3)=[O:26])[O:28][C:29]=2[CH:36]=[CH:35][CH:34]=1)([CH3:40])[CH3:39]. (2) Given the reactants [Cl-].O[NH3+:3].[C:4](=[O:7])([O-])[OH:5].[Na+].CS(C)=O.[CH3:13][C:14]([CH3:46])([CH3:45])[C:15](=[O:44])[CH2:16][N:17]1[C:22](=[O:23])[CH:21]=[C:20]([O:24][CH2:25][CH2:26][CH3:27])[N:19]([CH2:28][C:29]2[CH:34]=[CH:33][C:32]([C:35]3[C:36]([C:41]#[N:42])=[CH:37][CH:38]=[CH:39][CH:40]=3)=[CH:31][CH:30]=2)[C:18]1=[O:43], predict the reaction product. The product is: [CH3:46][C:14]([CH3:45])([CH3:13])[C:15](=[O:44])[CH2:16][N:17]1[C:22](=[O:23])[CH:21]=[C:20]([O:24][CH2:25][CH2:26][CH3:27])[N:19]([CH2:28][C:29]2[CH:34]=[CH:33][C:32]([C:35]3[CH:40]=[CH:39][CH:38]=[CH:37][C:36]=3[C:41]3[NH:3][C:4](=[O:7])[O:5][N:42]=3)=[CH:31][CH:30]=2)[C:18]1=[O:43]. (3) The product is: [Cl:1][C:2]1[CH:7]=[CH:6][CH:5]=[C:4]([CH3:8])[C:3]=1[S:9]([N:12]([CH2:13][CH2:14][O:15][CH2:22][C:23]([O:25][C:26]([CH3:29])([CH3:28])[CH3:27])=[O:24])[CH:16]1[CH2:18][CH2:17]1)(=[O:11])=[O:10]. Given the reactants [Cl:1][C:2]1[CH:7]=[CH:6][CH:5]=[C:4]([CH3:8])[C:3]=1[S:9]([N:12]([CH:16]1[CH2:18][CH2:17]1)[CH2:13][CH2:14][OH:15])(=[O:11])=[O:10].[OH-].[Na+].Br[CH2:22][C:23]([O:25][C:26]([CH3:29])([CH3:28])[CH3:27])=[O:24], predict the reaction product.